This data is from CYP2C9 inhibition data for predicting drug metabolism from PubChem BioAssay. The task is: Regression/Classification. Given a drug SMILES string, predict its absorption, distribution, metabolism, or excretion properties. Task type varies by dataset: regression for continuous measurements (e.g., permeability, clearance, half-life) or binary classification for categorical outcomes (e.g., BBB penetration, CYP inhibition). Dataset: cyp2c9_veith. (1) The drug is CNC(=O)C(=O)c1cc(C)n(-c2ccc(N3CCOCC3)c(Cl)c2)c1C. The result is 1 (inhibitor). (2) The compound is O=c1cc(CF)[nH]c(=S)[nH]1. The result is 0 (non-inhibitor). (3) The drug is CN(C)Cc1ccccc1-c1cc(N(C)Cc2ccco2)ncn1. The result is 0 (non-inhibitor). (4) The molecule is CC(C)NC1(C(N)=O)CCN(Cc2ccccc2)CC1. The result is 0 (non-inhibitor). (5) The compound is CN(Cc1ccccc1)c1nc(-c2ccc([N+](=O)[O-])cc2)nc2ccccc12. The result is 1 (inhibitor).